The task is: Predict the reactants needed to synthesize the given product.. This data is from Full USPTO retrosynthesis dataset with 1.9M reactions from patents (1976-2016). Given the product [S:1]1[C:5]2[CH:6]=[CH:7][CH:8]=[CH:9][C:4]=2[N:3]=[C:2]1[C:10]([C:12]1[CH:17]=[CH:16][CH:15]=[CH:14][C:13]=1[OH:18])=[O:11], predict the reactants needed to synthesize it. The reactants are: [S:1]1[C:5]2[CH:6]=[CH:7][CH:8]=[CH:9][C:4]=2[N:3]=[C:2]1[C:10]([C:12]1[CH:17]=[CH:16][CH:15]=[CH:14][C:13]=1[O:18]COC)=[O:11].Cl.